This data is from Forward reaction prediction with 1.9M reactions from USPTO patents (1976-2016). The task is: Predict the product of the given reaction. Given the reactants C(Cl)(=O)C(Cl)=O.CS(C)=O.[Cl:11][C:12]1[CH:13]=[C:14]([C:18]#[C:19][C:20]2[CH2:24][C:23]3([C:32]4[C:27](=[CH:28][CH:29]=[CH:30][CH:31]=4)[CH:26]([OH:33])[CH2:25]3)[O:22][N:21]=2)[CH:15]=[CH:16][CH:17]=1, predict the reaction product. The product is: [Cl:11][C:12]1[CH:13]=[C:14]([C:18]#[C:19][C:20]2[CH2:24][C:23]3([C:32]4[C:27](=[CH:28][CH:29]=[CH:30][CH:31]=4)[C:26](=[O:33])[CH2:25]3)[O:22][N:21]=2)[CH:15]=[CH:16][CH:17]=1.